The task is: Predict the product of the given reaction.. This data is from Forward reaction prediction with 1.9M reactions from USPTO patents (1976-2016). (1) Given the reactants [Cl:1][C:2]1[CH:23]=[C:22]([S:24]([CH2:27][CH3:28])(=[O:26])=[O:25])[CH:21]=[CH:20][C:3]=1[O:4][C:5]1[CH:6]=[C:7]([CH:15]([CH3:19])[C:16]([OH:18])=O)[CH:8]=[C:9]([C:11]([F:14])([F:13])[F:12])[CH:10]=1.[CH2:29]([S:31]([NH2:34])(=[O:33])=[O:32])[CH3:30], predict the reaction product. The product is: [Cl:1][C:2]1[CH:23]=[C:22]([S:24]([CH2:27][CH3:28])(=[O:26])=[O:25])[CH:21]=[CH:20][C:3]=1[O:4][C:5]1[CH:6]=[C:7]([CH:15]([CH3:19])[C:16]([NH:34][S:31]([CH2:29][CH3:30])(=[O:33])=[O:32])=[O:18])[CH:8]=[C:9]([C:11]([F:14])([F:13])[F:12])[CH:10]=1. (2) Given the reactants C([O:3][C:4](=[O:35])[CH2:5][C@H:6]1[C:14]2[C:9](=[CH:10][C:11]([O:15][CH2:16][CH2:17][O:18][C:19]3[CH:24]=[CH:23][C:22]([C:25]4[S:26][CH:27]=[C:28]([CH2:30][CH3:31])[N:29]=4)=[CH:21][C:20]=3[CH2:32][CH2:33][CH3:34])=[CH:12][CH:13]=2)[CH2:8][CH2:7]1)C.O[Li].O, predict the reaction product. The product is: [CH2:30]([C:28]1[N:29]=[C:25]([C:22]2[CH:23]=[CH:24][C:19]([O:18][CH2:17][CH2:16][O:15][C:11]3[CH:10]=[C:9]4[C:14](=[CH:13][CH:12]=3)[C@H:6]([CH2:5][C:4]([OH:35])=[O:3])[CH2:7][CH2:8]4)=[C:20]([CH2:32][CH2:33][CH3:34])[CH:21]=2)[S:26][CH:27]=1)[CH3:31]. (3) Given the reactants [Br:1][C:2]1[N:7]=[N:6][C:5]([N:8]=[CH:9]N(C)C)=[CH:4][CH:3]=1.Br[CH2:14][C:15]#[N:16].CCN(C(C)C)C(C)C, predict the reaction product. The product is: [Br:1][C:2]1[CH:3]=[CH:4][C:5]2[N:6]([C:14]([C:15]#[N:16])=[CH:9][N:8]=2)[N:7]=1. (4) Given the reactants Br[C:2]1[CH:7]=[CH:6]C([N+]([O-])=O)=[C:4](F)[CH:3]=1.[Cl:12][C:13]1[CH:14]=[C:15](B(O)O)[CH:16]=[N:17][C:18]=1[N:19]1[CH2:24][CH2:23][NH:22][CH2:21][CH2:20]1.[CH3:28][C:29]1[S:30][CH:31]=[C:32]([CH:34]([NH2:36])[CH3:35])[N:33]=1.[C:37](=O)([O-])[O-].[K+].[K+].[Cl-].[NH4+].[CH3:45][N:46]([CH:48]=O)C, predict the reaction product. The product is: [Cl:12][C:13]1[CH:14]=[C:15]([C:2]2[CH:3]=[CH:4][C:45]3[N:46]=[C:48]([CH3:37])[N:36]([CH:34]([C:32]4[N:33]=[C:29]([CH3:28])[S:30][CH:31]=4)[CH3:35])[C:6]=3[CH:7]=2)[CH:16]=[N:17][C:18]=1[N:19]1[CH2:24][CH2:23][NH:22][CH2:21][CH2:20]1. (5) Given the reactants [H][H].[N+](C1([N+]([O-])=O)C(O)=C(C2C=CC=CC=2)C=C(C2C=C(C3C=CC=CC=3)C(O)=CC=2)C1)([O-])=O.[N+:35]([C:38]1[CH:39]=[C:40]([C:51]2[CH:56]=[C:55]([C:57]3[CH:62]=[CH:61][CH:60]=[CH:59][CH:58]=3)[C:54]([OH:63])=[C:53]([N+:64]([O-])=O)[CH:52]=2)[CH:41]=[C:42]([C:45]2[CH:50]=[CH:49][CH:48]=[CH:47][CH:46]=2)[C:43]=1[OH:44])([O-])=O, predict the reaction product. The product is: [NH2:35][C:38]1[CH:39]=[C:40]([C:51]2[CH:56]=[C:55]([C:57]3[CH:58]=[CH:59][CH:60]=[CH:61][CH:62]=3)[C:54]([OH:63])=[C:53]([NH2:64])[CH:52]=2)[CH:41]=[C:42]([C:45]2[CH:50]=[CH:49][CH:48]=[CH:47][CH:46]=2)[C:43]=1[OH:44]. (6) Given the reactants C(OC(=O)[NH:7][C:8]([C:10]1[S:11][C:12]([S:26][CH3:27])=[C:13]([S:15]([C:18]2[CH:19]=[N:20][C:21](Cl)=[C:22]([Br:24])[CH:23]=2)(=[O:17])=[O:16])[CH:14]=1)=[NH:9])(C)(C)C.[NH2:29][C:30]1[C:35]([CH2:36][NH2:37])=[CH:34][N:33]=[C:32](C)[N:31]=1.C(Cl)Cl.[C:42]([OH:48])([C:44]([F:47])([F:46])[F:45])=[O:43], predict the reaction product. The product is: [F:45][C:44]([F:47])([F:46])[C:42]([OH:48])=[O:43].[NH2:29][C:30]1[C:35]([CH2:36][NH:37][C:21]2[N:20]=[CH:19][C:18]([S:15]([C:13]3[CH:14]=[C:10]([C:8]([NH2:9])=[NH:7])[S:11][C:12]=3[S:26][CH3:27])(=[O:16])=[O:17])=[CH:23][C:22]=2[Br:24])=[CH:34][N:33]=[CH:32][N:31]=1.